From a dataset of NCI-60 drug combinations with 297,098 pairs across 59 cell lines. Regression. Given two drug SMILES strings and cell line genomic features, predict the synergy score measuring deviation from expected non-interaction effect. (1) Drug 1: C1=CC(=C2C(=C1NCCNCCO)C(=O)C3=C(C=CC(=C3C2=O)O)O)NCCNCCO. Drug 2: CC1=C(C(=O)C2=C(C1=O)N3CC4C(C3(C2COC(=O)N)OC)N4)N. Cell line: NCI-H460. Synergy scores: CSS=65.4, Synergy_ZIP=-4.99, Synergy_Bliss=-7.91, Synergy_Loewe=-3.91, Synergy_HSA=-1.57. (2) Drug 1: CC1C(C(CC(O1)OC2CC(CC3=C2C(=C4C(=C3O)C(=O)C5=C(C4=O)C(=CC=C5)OC)O)(C(=O)CO)O)N)O. Drug 2: B(C(CC(C)C)NC(=O)C(CC1=CC=CC=C1)NC(=O)C2=NC=CN=C2)(O)O. Cell line: HCT116. Synergy scores: CSS=69.8, Synergy_ZIP=0.390, Synergy_Bliss=-1.23, Synergy_Loewe=-3.64, Synergy_HSA=0.0963. (3) Drug 1: CS(=O)(=O)OCCCCOS(=O)(=O)C. Drug 2: C1C(C(OC1N2C=NC3=C2NC=NCC3O)CO)O. Cell line: HCT116. Synergy scores: CSS=22.1, Synergy_ZIP=3.86, Synergy_Bliss=12.9, Synergy_Loewe=7.05, Synergy_HSA=9.17.